From a dataset of Forward reaction prediction with 1.9M reactions from USPTO patents (1976-2016). Predict the product of the given reaction. (1) Given the reactants [CH3:1][S:2](Cl)(=[O:4])=[O:3].[OH:6][CH2:7][CH:8]1[CH2:13][CH2:12][CH2:11][CH2:10][CH:9]1[C:14]([O:16][CH3:17])=[O:15], predict the reaction product. The product is: [CH3:1][S:2]([O:6][CH2:7][C@@H:8]1[CH2:13][CH2:12][CH2:11][CH2:10][C@H:9]1[C:14]([O:16][CH3:17])=[O:15])(=[O:4])=[O:3]. (2) Given the reactants [CH3:1][CH2:2][Mg+].[Br-].CO[C:7]([C:9]1[CH:13]=[C:12]([C:14]2[S:15][C:16]([C:19]3[CH:24]=[CH:23][CH:22]=[C:21]([S:25]([CH3:28])(=[O:27])=[O:26])[CH:20]=3)=[CH:17][CH:18]=2)[N:11]([C:29]2[CH:34]=[CH:33][CH:32]=[CH:31][C:30]=2[Cl:35])[N:10]=1)=[O:8].[NH4+].[Cl-], predict the reaction product. The product is: [Cl:35][C:30]1[CH:31]=[CH:32][CH:33]=[CH:34][C:29]=1[N:11]1[C:12]([C:14]2[S:15][C:16]([C:19]3[CH:24]=[CH:23][CH:22]=[C:21]([S:25]([CH3:28])(=[O:27])=[O:26])[CH:20]=3)=[CH:17][CH:18]=2)=[CH:13][C:9]([C:7]2([OH:8])[CH2:2][CH2:1]2)=[N:10]1. (3) Given the reactants [NH:1]1[C:10]2[C:5](=[CH:6][C:7]3[CH2:15][CH2:14][N:13](C([O:18][C:19]([CH3:22])(C)C)=O)[CH2:12][CH2:11][C:8]=3[CH:9]=2)[CH2:4][CH2:3][CH2:2]1.C(N(CC)CC)C.[CH2:30]([S:32](Cl)(=[O:34])=[O:33])[CH3:31].CN1C=CN=C1.CC[O:44][C:45]([CH3:47])=[O:46], predict the reaction product. The product is: [C:45]([OH:44])(=[O:46])/[CH:47]=[CH:22]/[C:19]([OH:18])=[O:33].[CH2:30]([S:32]([N:1]1[C:10]2[C:5](=[CH:6][C:7]3[CH2:15][CH2:14][NH:13][CH2:12][CH2:11][C:8]=3[CH:9]=2)[CH2:4][CH2:3][CH2:2]1)(=[O:34])=[O:33])[CH3:31].